From a dataset of Full USPTO retrosynthesis dataset with 1.9M reactions from patents (1976-2016). Predict the reactants needed to synthesize the given product. (1) Given the product [CH:32]1([CH2:31][O:30][C:27]2[CH:28]=[CH:29][C:24]([C:2]#[C:1][C:3]3[C:4]([F:22])=[CH:5][C:6]([O:7][CH2:8][C@@H:9]([NH:11][C:12](=[O:18])[O:13][C:14]([CH3:16])([CH3:17])[CH3:15])[CH3:10])=[CH:19][C:20]=3[F:21])=[N:25][CH:26]=2)[CH2:33][CH2:34]1, predict the reactants needed to synthesize it. The reactants are: [C:1]([C:3]1[C:20]([F:21])=[CH:19][C:6]([O:7][CH2:8][C@@H:9]([NH:11][C:12](=[O:18])[O:13][C:14]([CH3:17])([CH3:16])[CH3:15])[CH3:10])=[CH:5][C:4]=1[F:22])#[CH:2].Br[C:24]1[CH:29]=[CH:28][C:27]([O:30][CH2:31][CH:32]2[CH2:34][CH2:33]2)=[CH:26][N:25]=1.C(N(CC)CC)C. (2) The reactants are: C(OC(=O)[NH:7][C:8]1[CH:13]=[CH:12][C:11]([CH2:14][N:15]2[CH2:20][CH2:19][N:18]([CH3:21])[CH2:17][C:16]2([CH3:23])[CH3:22])=[CH:10][N:9]=1)(C)(C)C.Cl. Given the product [CH3:22][C:16]1([CH3:23])[CH2:17][N:18]([CH3:21])[CH2:19][CH2:20][N:15]1[CH2:14][C:11]1[CH:12]=[CH:13][C:8]([NH2:7])=[N:9][CH:10]=1, predict the reactants needed to synthesize it. (3) Given the product [Cl:1][C:2]1[C:3]([N:13]2[CH2:18][CH2:17][N:16]([C:27]([NH:26][C:24]3[CH:23]=[C:22]([Cl:29])[CH:21]=[C:20]([Cl:19])[CH:25]=3)=[O:28])[CH2:15][CH2:14]2)=[N:4][CH:5]=[C:6]([CH:12]=1)[C:7]([O:9][CH2:10][CH3:11])=[O:8], predict the reactants needed to synthesize it. The reactants are: [Cl:1][C:2]1[C:3]([N:13]2[CH2:18][CH2:17][NH:16][CH2:15][CH2:14]2)=[N:4][CH:5]=[C:6]([CH:12]=1)[C:7]([O:9][CH2:10][CH3:11])=[O:8].[Cl:19][C:20]1[CH:25]=[C:24]([N:26]=[C:27]=[O:28])[CH:23]=[C:22]([Cl:29])[CH:21]=1. (4) Given the product [Br:34][C:31]1[CH:32]=[CH:33][C:28]([O:27][CH3:26])=[C:29]([S:35]([NH:1][C@H:2]2[CH2:6][N:5]([C:7]([O:9][C:10]([CH3:12])([CH3:13])[CH3:11])=[O:8])[C@@H:4]([CH2:14][N:15]3[C:23](=[O:24])[C:22]4[C:17](=[CH:18][CH:19]=[CH:20][CH:21]=4)[C:16]3=[O:25])[CH2:3]2)(=[O:36])=[O:37])[CH:30]=1, predict the reactants needed to synthesize it. The reactants are: [NH2:1][C@H:2]1[CH2:6][N:5]([C:7]([O:9][C:10]([CH3:13])([CH3:12])[CH3:11])=[O:8])[C@@H:4]([CH2:14][N:15]2[C:23](=[O:24])[C:22]3[C:17](=[CH:18][CH:19]=[CH:20][CH:21]=3)[C:16]2=[O:25])[CH2:3]1.[CH3:26][O:27][C:28]1[CH:33]=[CH:32][C:31]([Br:34])=[CH:30][C:29]=1[S:35](Cl)(=[O:37])=[O:36]. (5) Given the product [NH2:1][C:2]1[CH:3]=[C:4]([NH:29][CH2:28][C:27]2[CH:30]=[CH:31][C:24]([NH2:23])=[CH:25][CH:26]=2)[C:5]([C:13]#[N:14])=[C:6]([C:8]2[O:9][CH:10]=[CH:11][CH:12]=2)[N:7]=1, predict the reactants needed to synthesize it. The reactants are: [NH2:1][C:2]1[N:7]=[C:6]([C:8]2[O:9][CH:10]=[CH:11][CH:12]=2)[C:5]([C:13]#[N:14])=[C:4](OS(C(F)(F)F)(=O)=O)[CH:3]=1.[NH2:23][C:24]1[CH:31]=[CH:30][C:27]([CH2:28][NH2:29])=[CH:26][CH:25]=1. (6) Given the product [CH3:35][C:2]1[C:3]2[NH:22][N:21]=[C:20]([C:23]3[CH:28]=[CH:27][N:26]=[C:25]([CH3:29])[CH:24]=3)[C:4]=2[CH:5]=[N:6][C:7]=1[NH:8][C:9]([NH:11][C@@H:12]([C:14]1[CH:19]=[CH:18][CH:17]=[CH:16][CH:15]=1)[CH3:13])=[O:10], predict the reactants needed to synthesize it. The reactants are: Cl[C:2]1[C:3]2[NH:22][N:21]=[C:20]([C:23]3[CH:28]=[CH:27][N:26]=[C:25]([CH3:29])[CH:24]=3)[C:4]=2[CH:5]=[N:6][C:7]=1[NH:8][C:9]([NH:11][C@@H:12]([C:14]1[CH:19]=[CH:18][CH:17]=[CH:16][CH:15]=1)[CH3:13])=[O:10].F[B-](F)(F)F.[CH:35]1([PH+](C2CCCCC2)C2CCCCC2)CCCCC1.C[Zn]C.C1(C)C=CC=CC=1.